The task is: Predict the product of the given reaction.. This data is from Forward reaction prediction with 1.9M reactions from USPTO patents (1976-2016). (1) Given the reactants [N:1]([C@@H:4]([C@@H:31]([C:35]1[CH:40]=[CH:39][C:38]([Cl:41])=[CH:37][CH:36]=1)[CH:32]([CH3:34])[CH3:33])[C:5]([NH:7][C:8]1[CH:9]=[N:10][CH:11]=[C:12]([F:30])[C:13]=1[CH2:14][CH2:15][C@H:16]1[CH2:20][O:19]C(C)(C)[N:17]1C(OC(C)(C)C)=O)=[O:6])=[N+:2]=[N-:3].FC(F)(F)C(O)=O.O, predict the reaction product. The product is: [NH2:17][C@H:16]([CH2:20][OH:19])[CH2:15][CH2:14][C:13]1[C:12]([F:30])=[CH:11][N:10]=[CH:9][C:8]=1[NH:7][C:5](=[O:6])[C@@H:4]([N:1]=[N+:2]=[N-:3])[C@@H:31]([C:35]1[CH:36]=[CH:37][C:38]([Cl:41])=[CH:39][CH:40]=1)[CH:32]([CH3:34])[CH3:33]. (2) Given the reactants Br[C:2]1[CH:9]=[C:8]([CH3:10])[CH:7]=[CH:6][C:3]=1[C:4]#[N:5].ClC1C=[CH:14][C:15]([S:20]CC)=C(C=1)C#N, predict the reaction product. The product is: [CH2:15]([S:20][C:2]1[CH:9]=[C:8]([CH3:10])[CH:7]=[CH:6][C:3]=1[C:4]#[N:5])[CH3:14]. (3) Given the reactants Br[C:2]1[CH:7]=[CH:6][C:5]([C:8]([N:10]2[CH2:15][CH2:14][N:13]([CH3:16])[CH2:12][CH2:11]2)=[O:9])=[CH:4][C:3]=1[O:17][CH3:18].O1CCOCC1.[B:25]1([B:25]2[O:29][C:28]([CH3:31])([CH3:30])[C:27]([CH3:33])([CH3:32])[O:26]2)[O:29][C:28]([CH3:31])([CH3:30])[C:27]([CH3:33])([CH3:32])[O:26]1.CC([O-])=O.[K+], predict the reaction product. The product is: [CH3:18][O:17][C:3]1[CH:4]=[C:5]([C:8]([N:10]2[CH2:15][CH2:14][N:13]([CH3:16])[CH2:12][CH2:11]2)=[O:9])[CH:6]=[CH:7][C:2]=1[B:25]1[O:29][C:28]([CH3:31])([CH3:30])[C:27]([CH3:33])([CH3:32])[O:26]1. (4) Given the reactants [C:1](=O)([O-])[O-].[Cs+].[Cs+].[C:7](#N)[CH3:8].[OH:10][C:11]1[CH:12]=[CH:13][C:14]2[C:15](=[O:38])[C@H:16]3[C:33]4[C:28](=[CH:29][C:30]([O:36][CH3:37])=[C:31]([O:34][CH3:35])[CH:32]=4)[O:27][CH2:26][C@H:17]3[O:18][C:19]=2[C:20]=1[CH2:21][CH:22]=[C:23]([CH3:25])[CH3:24], predict the reaction product. The product is: [CH2:1]([O:10][C:11]1[CH:12]=[CH:13][C:14]2[C:15](=[O:38])[CH:16]3[C:33]4[C:28](=[CH:29][C:30]([O:36][CH3:37])=[C:31]([O:34][CH3:35])[CH:32]=4)[O:27][CH2:26][CH:17]3[O:18][C:19]=2[C:20]=1[CH2:21][CH:22]=[C:23]([CH3:25])[CH3:24])[CH:7]=[CH2:8]. (5) Given the reactants [F:1][C:2]1[CH:3]=[C:4]([CH2:11][C:12]([O:14][CH3:15])=[O:13])[CH:5]=[CH:6][C:7]=1[N+:8]([O-])=O.[BH4-].[Na+].C(=O)([O-])O.[Na+], predict the reaction product. The product is: [NH2:8][C:7]1[CH:6]=[CH:5][C:4]([CH2:11][C:12]([O:14][CH3:15])=[O:13])=[CH:3][C:2]=1[F:1]. (6) Given the reactants [C:1]([O:5][CH2:6][CH2:7][CH2:8][CH2:9][CH2:10][CH:11]([CH3:13])[CH3:12])(=[O:4])[CH:2]=[CH2:3].[C:14]([O:18][CH2:19][CH2:20][OH:21])(=[O:17])[CH:15]=[CH2:16].[C:22]([O:25][CH:26]=[CH2:27])(=[O:24])[CH3:23].N(C(C)(CC)C#N)=NC(C)(CC)C#N, predict the reaction product. The product is: [C:1]([O:5][CH2:6][CH2:7][CH2:8][CH2:9][CH2:10][CH:11]([CH3:13])[CH3:12])(=[O:4])[CH:2]=[CH2:3].[C:14]([O:18][CH2:19][CH2:20][OH:21])(=[O:17])[CH:15]=[CH2:16].[C:22]([O:25][CH:26]=[CH2:27])(=[O:24])[CH3:23]. (7) Given the reactants [O:1]=[C:2]1[N:7]([CH2:8][C:9]2[CH:14]=[CH:13][C:12]([C:15]3[C:16]([C:21]#[N:22])=[CH:17][CH:18]=[CH:19][CH:20]=3)=[CH:11][CH:10]=2)[C:6]2[S:23][C:24]([CH2:26][C:27]([F:30])([F:29])[F:28])=[CH:25][C:5]=2[C:4](=[O:31])[NH:3]1.Br[CH2:33][C:34]([C:36]1[CH:41]=[CH:40][C:39]([F:42])=[CH:38][CH:37]=1)=[O:35].CN(C)C=O.[H-].[Na+], predict the reaction product. The product is: [F:42][C:39]1[CH:40]=[CH:41][C:36]([C:34](=[O:35])[CH2:33][N:3]2[C:4](=[O:31])[C:5]3[CH:25]=[C:24]([CH2:26][C:27]([F:30])([F:29])[F:28])[S:23][C:6]=3[N:7]([CH2:8][C:9]3[CH:10]=[CH:11][C:12]([C:15]4[C:16]([C:21]#[N:22])=[CH:17][CH:18]=[CH:19][CH:20]=4)=[CH:13][CH:14]=3)[C:2]2=[O:1])=[CH:37][CH:38]=1.